Task: Predict which catalyst facilitates the given reaction.. Dataset: Catalyst prediction with 721,799 reactions and 888 catalyst types from USPTO (1) Reactant: C([N:8]1[C:12]2[CH:13]=[CH:14][C:15]([NH:17][CH2:18][C:19]3[CH:24]=[CH:23][C:22]([O:25][CH3:26])=[CH:21][CH:20]=3)=[CH:16][C:11]=2[N:10]=[CH:9]1)(OC(C)(C)C)=O.C([O-])([O-])=O.[K+].[K+].[CH:33]1[C:42]2[C:37](=[CH:38][CH:39]=[CH:40][CH:41]=2)[CH:36]=[CH:35][C:34]=1[CH2:43]Br. Product: [CH3:26][O:25][C:22]1[CH:21]=[CH:20][C:19]([CH2:18][N:17]([CH2:43][C:34]2[CH:35]=[CH:36][C:37]3[C:42](=[CH:41][CH:40]=[CH:39][CH:38]=3)[CH:33]=2)[C:15]2[CH:14]=[CH:13][C:12]3[N:8]=[CH:9][NH:10][C:11]=3[CH:16]=2)=[CH:24][CH:23]=1. The catalyst class is: 18. (2) Reactant: [C:1]([O:5][C:6]([N:8]1[CH2:13][CH2:12][C:11](=O)[CH:10]([C:15](=O)[C:16]2[CH:21]=[CH:20][C:19]([CH3:22])=[CH:18][CH:17]=2)[CH2:9]1)=[O:7])([CH3:4])([CH3:3])[CH3:2].FC(F)(F)C(O)=O.[N:31]1([C:36]([NH2:38])=[NH:37])[CH2:35][CH2:34][CH2:33][CH2:32]1.CC(C)([O-])C.[Na+]. Product: [C:1]([O:5][C:6]([N:8]1[CH2:13][CH2:12][C:11]2[N:37]=[C:36]([N:31]3[CH2:35][CH2:34][CH2:33][CH2:32]3)[N:38]=[C:15]([C:16]3[CH:21]=[CH:20][C:19]([CH3:22])=[CH:18][CH:17]=3)[C:10]=2[CH2:9]1)=[O:7])([CH3:4])([CH3:3])[CH3:2]. The catalyst class is: 664. (3) Reactant: [Cl:1][C:2]1[CH:3]=[C:4](/[C:12](=[N:16]\[O:17][CH:18]2[CH2:22][CH2:21][CH2:20][CH2:19]2)/[C:13]([OH:15])=O)[CH:5]=[CH:6][C:7]=1[S:8]([CH3:11])(=[O:10])=[O:9].[CH3:23][O:24][C:25](=[O:39])[C:26]1[CH:31]=[CH:30][C:29]([CH2:32][N:33]2[CH:37]=[CH:36][C:35]([NH2:38])=[N:34]2)=[CH:28][CH:27]=1.C(N(CC)C(C)C)(C)C. Product: [CH3:23][O:24][C:25](=[O:39])[C:26]1[CH:31]=[CH:30][C:29]([CH2:32][N:33]2[CH:37]=[CH:36][C:35]([NH:38][C:13](=[O:15])/[C:12](/[C:4]3[CH:5]=[CH:6][C:7]([S:8]([CH3:11])(=[O:9])=[O:10])=[C:2]([Cl:1])[CH:3]=3)=[N:16]/[O:17][CH:18]3[CH2:22][CH2:21][CH2:20][CH2:19]3)=[N:34]2)=[CH:28][CH:27]=1. The catalyst class is: 2.